From a dataset of Forward reaction prediction with 1.9M reactions from USPTO patents (1976-2016). Predict the product of the given reaction. (1) The product is: [OH:32][C@H:3]([C@@H:2]([NH:1][C:42](=[O:43])[C@@H:41]([OH:40])[C:45]([CH3:51])([S:47]([CH3:50])(=[O:49])=[O:48])[CH3:46])[CH2:33][C:34]1[CH:35]=[CH:36][CH:37]=[CH:38][CH:39]=1)[CH2:4][C@@H:5]([NH:19][C:20]([C@@H:22]([NH:27][C:28](=[O:31])[O:29][CH3:30])[C:23]([CH3:26])([CH3:25])[CH3:24])=[O:21])[CH2:6][C:7]1[CH:12]=[CH:11][C:10]([C:13]2[CH:18]=[CH:17][CH:16]=[CH:15][N:14]=2)=[CH:9][CH:8]=1. Given the reactants [NH2:1][C@@H:2]([CH2:33][C:34]1[CH:39]=[CH:38][CH:37]=[CH:36][CH:35]=1)[C@@H:3]([OH:32])[CH2:4][C@@H:5]([NH:19][C:20]([C@@H:22]([NH:27][C:28](=[O:31])[O:29][CH3:30])[C:23]([CH3:26])([CH3:25])[CH3:24])=[O:21])[CH2:6][C:7]1[CH:12]=[CH:11][C:10]([C:13]2[CH:18]=[CH:17][CH:16]=[CH:15][N:14]=2)=[CH:9][CH:8]=1.[OH:40][C@@H:41]([C:45]([CH3:51])([S:47]([CH3:50])(=[O:49])=[O:48])[CH3:46])[C:42](O)=[O:43].CCOP(ON1N=NC2C=CC=CC=2C1=O)(OCC)=O.C(N(CC)C(C)C)(C)C, predict the reaction product. (2) Given the reactants [Cl:1][C:2]1[CH:3]=[C:4]([F:30])[C:5]([C:24]2[N:28]=[C:27]([CH3:29])[O:26][N:25]=2)=[C:6]([C:8]2[CH:9]=[N:10][C:11]3[CH:12]([NH:17][C:18]([C:20]4([NH2:23])[CH2:22][CH2:21]4)=[O:19])[CH2:13][CH2:14][C:15]=3[CH:16]=2)[CH:7]=1.[CH3:31][O:32][C:33]1[CH:37]=[C:36]([C:38](O)=[O:39])[O:35][N:34]=1, predict the reaction product. The product is: [Cl:1][C:2]1[CH:3]=[C:4]([F:30])[C:5]([C:24]2[N:28]=[C:27]([CH3:29])[O:26][N:25]=2)=[C:6]([C:8]2[CH:9]=[N:10][C:11]3[CH:12]([NH:17][C:18]([C:20]4([NH:23][C:38]([C:36]5[O:35][N:34]=[C:33]([O:32][CH3:31])[CH:37]=5)=[O:39])[CH2:22][CH2:21]4)=[O:19])[CH2:13][CH2:14][C:15]=3[CH:16]=2)[CH:7]=1.